The task is: Predict the product of the given reaction.. This data is from Forward reaction prediction with 1.9M reactions from USPTO patents (1976-2016). Given the reactants [F:1][C:2]1[CH:7]=[CH:6][C:5](B2OC(C)(C)C(C)(C)O2)=[CH:4][C:3]=1[C:17]1[CH:22]=[CH:21][C:20]([S:23]([NH:26][CH3:27])(=[O:25])=[O:24])=[CH:19][CH:18]=1.Cl[C:29]1[C:30]2[N:37]=[CH:36][N:35]([CH:38]([CH3:40])[CH3:39])[C:31]=2[N:32]=[N:33][CH:34]=1.C([O-])([O-])=O.[Na+].[Na+], predict the reaction product. The product is: [F:1][C:2]1[CH:7]=[CH:6][C:5]([C:29]2[C:30]3[N:37]=[CH:36][N:35]([CH:38]([CH3:40])[CH3:39])[C:31]=3[N:32]=[N:33][CH:34]=2)=[CH:4][C:3]=1[C:17]1[CH:18]=[CH:19][C:20]([S:23]([NH:26][CH3:27])(=[O:24])=[O:25])=[CH:21][CH:22]=1.